Dataset: Forward reaction prediction with 1.9M reactions from USPTO patents (1976-2016). Task: Predict the product of the given reaction. Given the reactants Cl[Si](C)(C)C.Br[CH2:7][C:8]([O:10][C:11]([CH3:14])([CH3:13])[CH3:12])=[O:9].N1C=CC=CC=1.[CH3:21][NH:22][C:23]([C:25]1[CH:34]=[CH:33][C:32]2[C:27](=[CH:28][CH:29]=[C:30]([C:35]([C:37]3[N:38]=[CH:39][N:40]([C:42]([C:55]4[CH:60]=[CH:59][CH:58]=[CH:57][CH:56]=4)([C:49]4[CH:54]=[CH:53][CH:52]=[CH:51][CH:50]=4)[C:43]4[CH:48]=[CH:47][CH:46]=[CH:45][CH:44]=4)[CH:41]=3)=[O:36])[CH:31]=2)[CH:26]=1)=[O:24], predict the reaction product. The product is: [OH:36][C@@:35]([C:30]1[CH:29]=[CH:28][C:27]2[C:32](=[CH:33][CH:34]=[C:25]([C:23]([NH:22][CH3:21])=[O:24])[CH:26]=2)[CH:31]=1)([C:37]1[N:38]=[CH:39][N:40]([C:42]([C:43]2[CH:48]=[CH:47][CH:46]=[CH:45][CH:44]=2)([C:55]2[CH:56]=[CH:57][CH:58]=[CH:59][CH:60]=2)[C:49]2[CH:54]=[CH:53][CH:52]=[CH:51][CH:50]=2)[CH:41]=1)[CH2:7][C:8]([O:10][C:11]([CH3:14])([CH3:13])[CH3:12])=[O:9].